From a dataset of Peptide-MHC class I binding affinity with 185,985 pairs from IEDB/IMGT. Regression. Given a peptide amino acid sequence and an MHC pseudo amino acid sequence, predict their binding affinity value. This is MHC class I binding data. (1) The peptide sequence is TTYLQYLT. The MHC is H-2-Db with pseudo-sequence H-2-Db. The binding affinity (normalized) is 0. (2) The peptide sequence is GAMLFLISGK. The MHC is HLA-A03:01 with pseudo-sequence HLA-A03:01. The binding affinity (normalized) is 0.875.